Task: Regression. Given a peptide amino acid sequence and an MHC pseudo amino acid sequence, predict their binding affinity value. This is MHC class II binding data.. Dataset: Peptide-MHC class II binding affinity with 134,281 pairs from IEDB (1) The binding affinity (normalized) is 0.377. The MHC is DRB1_1501 with pseudo-sequence DRB1_1501. The peptide sequence is ALAQSRYWRIGSMYQGL. (2) The peptide sequence is WIILGLNKIVRMYSPVSI. The MHC is DRB5_0101 with pseudo-sequence DRB5_0101. The binding affinity (normalized) is 0.462. (3) The MHC is HLA-DQA10101-DQB10501 with pseudo-sequence HLA-DQA10101-DQB10501. The binding affinity (normalized) is 0.0646. The peptide sequence is EAVRHFPRPWLHGL. (4) The peptide sequence is DAQPGLLSYVIGLLP. The MHC is DRB1_0101 with pseudo-sequence DRB1_0101. The binding affinity (normalized) is 0.563. (5) The peptide sequence is GRWDGEEEVQLIAAV. The MHC is HLA-DQA10303-DQB10402 with pseudo-sequence HLA-DQA10303-DQB10402. The binding affinity (normalized) is 0. (6) The peptide sequence is AAFQGAHARFVAAAA. The MHC is DRB1_0405 with pseudo-sequence DRB1_0405. The binding affinity (normalized) is 0.438.